Dataset: Forward reaction prediction with 1.9M reactions from USPTO patents (1976-2016). Task: Predict the product of the given reaction. (1) Given the reactants [C:1]([C:3]1[CH:4]=[CH:5][C:6](Cl)=[N:7][CH:8]=1)#[N:2].[C:10]1(B(O)O)[CH:15]=[CH:14][CH:13]=[CH:12][CH:11]=1.C([O-])([O-])=O.[Na+].[Na+], predict the reaction product. The product is: [C:10]1([C:6]2[CH:5]=[CH:4][C:3]([C:1]#[N:2])=[CH:8][N:7]=2)[CH:15]=[CH:14][CH:13]=[CH:12][CH:11]=1. (2) Given the reactants [CH3:1][O:2][C:3](=[O:14])[C:4]1[C:9]([CH3:10])=[CH:8][C:7]([F:11])=[CH:6][C:5]=1[C:12]#[N:13].[Br:15]NC(=O)CCC(N)=O.C(OOC(=O)C1C=CC=CC=1)(=O)C1C=CC=CC=1, predict the reaction product. The product is: [CH3:1][O:2][C:3](=[O:14])[C:4]1[C:5]([C:12]#[N:13])=[CH:6][C:7]([F:11])=[CH:8][C:9]=1[CH2:10][Br:15]. (3) Given the reactants [Cl:1][C:2]1[CH:8]=[CH:7][C:5]([NH2:6])=[C:4]([CH3:9])[CH:3]=1.Cl[C:11](=[O:16])[C:12]([O:14][CH3:15])=[O:13], predict the reaction product. The product is: [CH3:15][O:14][C:12](=[O:13])[C:11]([NH:6][C:5]1[CH:7]=[CH:8][C:2]([Cl:1])=[CH:3][C:4]=1[CH3:9])=[O:16]. (4) The product is: [NH2:1][C:4]1[CH:5]=[N:6][CH:7]=[CH:8][C:9]=1[N:10]1[CH2:15][CH2:14][N:13]([C:16]([O:18][C:19]([CH3:22])([CH3:21])[CH3:20])=[O:17])[CH2:12][CH2:11]1. Given the reactants [N+:1]([C:4]1[CH:5]=[N:6][CH:7]=[CH:8][C:9]=1[N:10]1[CH2:15][CH2:14][N:13]([C:16]([O:18][C:19]([CH3:22])([CH3:21])[CH3:20])=[O:17])[CH2:12][CH2:11]1)([O-])=O, predict the reaction product. (5) The product is: [CH2:34]([C:10]1[C:9](=[O:36])[N:8]([C:4]2[CH:3]=[C:2]([NH:1][C:46](=[O:49])[CH:47]=[CH2:48])[CH:7]=[CH:6][CH:5]=2)[C:13]2[N:14]=[C:15]([NH:18][C:19]3[CH:24]=[CH:23][C:22]([N:25]4[CH2:30][CH2:29][N:28]([CH3:31])[CH2:27][CH2:26]4)=[CH:21][C:20]=3[O:32][CH3:33])[N:16]=[CH:17][C:12]=2[CH:11]=1)[CH3:35]. Given the reactants [NH2:1][C:2]1[CH:3]=[C:4]([N:8]2[C:13]3[N:14]=[C:15]([NH:18][C:19]4[CH:24]=[CH:23][C:22]([N:25]5[CH2:30][CH2:29][N:28]([CH3:31])[CH2:27][CH2:26]5)=[CH:21][C:20]=4[O:32][CH3:33])[N:16]=[CH:17][C:12]=3[CH:11]=[C:10]([CH2:34][CH3:35])[C:9]2=[O:36])[CH:5]=[CH:6][CH:7]=1.CCN(C(C)C)C(C)C.[C:46](Cl)(=[O:49])[CH:47]=[CH2:48], predict the reaction product. (6) Given the reactants Br[C:2]1[CH:9]=[CH:8][C:5]([CH:6]=[O:7])=[CH:4][CH:3]=1.[I-:10].[K+].CN(C)C=O.Cl, predict the reaction product. The product is: [I:10][C:2]1[CH:9]=[CH:8][C:5]([CH:6]=[O:7])=[CH:4][CH:3]=1. (7) Given the reactants [F:1][C:2]1[CH:7]=[CH:6][C:5]([C:8]2[O:9][CH:10]=[C:11]([C:13]([CH3:17])([CH3:16])[CH2:14][NH2:15])[N:12]=2)=[CH:4][CH:3]=1.[F:18][C:19]([F:34])([F:33])[C:20]1[O:24][N:23]=[C:22]([C:25]2[O:26][CH:27]=[C:28]([C:30](O)=[O:31])[N:29]=2)[N:21]=1, predict the reaction product. The product is: [F:1][C:2]1[CH:3]=[CH:4][C:5]([C:8]2[O:9][CH:10]=[C:11]([C:13]([CH3:17])([CH3:16])[CH2:14][NH:15][C:30]([C:28]3[N:29]=[C:25]([C:22]4[N:21]=[C:20]([C:19]([F:34])([F:18])[F:33])[O:24][N:23]=4)[O:26][CH:27]=3)=[O:31])[N:12]=2)=[CH:6][CH:7]=1. (8) Given the reactants [CH2:1]([O:8][C:9]([NH:11][C@@H:12]([CH2:16][CH2:17][NH:18][C:19]([O:21][C:22]([CH3:25])([CH3:24])[CH3:23])=[O:20])[C:13](O)=[O:14])=[O:10])[C:2]1[CH:7]=[CH:6][CH:5]=[CH:4][CH:3]=1.CN1CCOCC1.ClC(OCC)=O.[H-].[Al+3].[Li+].[H-].[H-].[H-], predict the reaction product. The product is: [CH2:1]([O:8][C:9](=[O:10])[NH:11][C@H:12]([CH2:13][OH:14])[CH2:16][CH2:17][NH:18][C:19]([O:21][C:22]([CH3:23])([CH3:24])[CH3:25])=[O:20])[C:2]1[CH:3]=[CH:4][CH:5]=[CH:6][CH:7]=1.